This data is from Catalyst prediction with 721,799 reactions and 888 catalyst types from USPTO. The task is: Predict which catalyst facilitates the given reaction. (1) Reactant: [CH:1]1[C:11]2[CH2:10][C:9]3([CH2:15][CH2:14][CH:13]([N:16]4[CH2:21][CH2:20][CH:19]=[C:18]([C:22]([O:24]C)=[O:23])[CH2:17]4)[CH2:12]3)[C:8]3[CH:26]=[CH:27][CH:28]=[CH:29][C:7]=3[O:6][C:5]=2[CH:4]=[CH:3][CH:2]=1.O. Product: [CH:1]1[C:11]2[CH2:10][C:9]3([CH2:15][CH2:14][CH:13]([N:16]4[CH2:21][CH2:20][CH:19]=[C:18]([C:22]([OH:24])=[O:23])[CH2:17]4)[CH2:12]3)[C:8]3[CH:26]=[CH:27][CH:28]=[CH:29][C:7]=3[O:6][C:5]=2[CH:4]=[CH:3][CH:2]=1. The catalyst class is: 5. (2) Reactant: [F:1][C:2]1[CH:3]=[C:4]([CH:8]=[C:9]([O:11][C:12]2[CH:13]=[N:14][CH:15]=[N:16][CH:17]=2)[CH:10]=1)[C:5]([OH:7])=O.[CH3:18][C:19]1[N:20]=[C:21]([NH2:24])[S:22][CH:23]=1.F[P-](F)(F)(F)(F)F.N1(OC(N(C)C)=[N+](C)C)C2N=CC=CC=2N=N1.CCN(C(C)C)C(C)C. Product: [F:1][C:2]1[CH:3]=[C:4]([CH:8]=[C:9]([O:11][C:12]2[CH:13]=[N:14][CH:15]=[N:16][CH:17]=2)[CH:10]=1)[C:5]([NH:24][C:21]1[S:22][CH:23]=[C:19]([CH3:18])[N:20]=1)=[O:7]. The catalyst class is: 59. (3) The catalyst class is: 3. Product: [CH3:1][O:2][C:3]([C:5]1[C:13]([NH:14][C:15]2[CH:20]=[CH:19][C:18]([I:21])=[CH:17][C:16]=2[Cl:22])=[C:12]([F:23])[C:8]2[N:9]=[CH:10][N:11]([CH3:24])[C:7]=2[CH:6]=1)=[O:4]. Reactant: [CH3:1][O:2][C:3]([C:5]1[C:13]([NH:14][C:15]2[CH:20]=[CH:19][C:18]([I:21])=[CH:17][C:16]=2[Cl:22])=[C:12]([F:23])[C:8]2[N:9]=[CH:10][NH:11][C:7]=2[CH:6]=1)=[O:4].[C:24]([O-])([O-])=O.[K+].[K+].CI.